Dataset: Forward reaction prediction with 1.9M reactions from USPTO patents (1976-2016). Task: Predict the product of the given reaction. (1) Given the reactants [CH2:1]([N:3]([CH2:20][CH3:21])[CH2:4][CH2:5][NH:6][C:7]([C:9]1[CH:18]=[CH:17][C:16]2[C:11](=[CH:12][CH:13]=[C:14]([I:19])[CH:15]=2)[CH:10]=1)=[O:8])[CH3:2].IC1C=[CH:25][CH:26]=[C:27]2C=1C=C1C(C(C(OC)=O)=CC=C1)=[N:28]2.[K+].[Br-].IC1C2C=C(C(OC)=O)SC=2C=CC=1.IC1C=CC=C2C=1N=C1C(=C2)C=CC=C1C(OC)=O, predict the reaction product. The product is: [CH2:20]([N:3]([CH2:1][CH3:2])[CH2:4][CH2:5][NH:6][C:7]([C:9]1[C:10]2[C:11](=[CH:12][C:13]3[C:27]([N:28]=2)=[CH:26][CH:25]=[CH:15][C:14]=3[I:19])[CH:16]=[CH:17][CH:18]=1)=[O:8])[CH3:21]. (2) Given the reactants [NH2:1][C:2]1[CH:3]=[C:4]([C:8]2[C:17]3[C:12](=[C:13]([Cl:18])[CH:14]=[CH:15][CH:16]=3)[N:11]=[CH:10][C:9]=2[C:19]([C:21]2[CH:26]=[CH:25][CH:24]=[CH:23][CH:22]=2)=[O:20])[CH:5]=[CH:6][CH:7]=1.C[O:28][C:29](=[O:39])[CH2:30][C:31]1[CH:36]=[CH:35][CH:34]=[C:33]([CH:37]=O)[CH:32]=1, predict the reaction product. The product is: [C:19]([C:9]1[CH:10]=[N:11][C:12]2[C:17]([C:8]=1[C:4]1[CH:3]=[C:2]([NH:1][CH2:37][C:33]3[CH:32]=[C:31]([CH2:30][C:29]([OH:39])=[O:28])[CH:36]=[CH:35][CH:34]=3)[CH:7]=[CH:6][CH:5]=1)=[CH:16][CH:15]=[CH:14][C:13]=2[Cl:18])(=[O:20])[C:21]1[CH:26]=[CH:25][CH:24]=[CH:23][CH:22]=1.